Task: Binary Classification. Given a drug SMILES string, predict its activity (active/inactive) in a high-throughput screening assay against a specified biological target.. Dataset: Tyrosyl-DNA phosphodiesterase HTS with 341,365 compounds (1) The drug is Clc1c(cc(c2oc(/C=C3\C(=O)N(NC3=O)c3ccccc3)cc2)cc1)C(O)=O. The result is 1 (active). (2) The molecule is S(c1n(c2c(CC)cccc2)c(N)c2c(n1)nnc2C)CC(=O)Nc1ccc(cc1)C. The result is 0 (inactive). (3) The result is 0 (inactive). The molecule is ClCC(=O)Nc1sc(c(c1C(=O)c1ccccc1)C)C. (4) The molecule is O1c2c(OC1)ccc(c2)C(=O)NNC(=O)c1cc(cc([N+]([O-])=O)c1)C(OC)=O. The result is 0 (inactive). (5) The drug is O=C1N(C(c2c1[nH][nH]\c2=C1/C(=O)C=CC=C1)c1cc(OCc2ccccc2)ccc1)CCO. The result is 0 (inactive).